From a dataset of Catalyst prediction with 721,799 reactions and 888 catalyst types from USPTO. Predict which catalyst facilitates the given reaction. (1) Reactant: Cl[CH2:2][CH2:3][N:4]1[CH2:9][CH2:8][CH:7]([C:10]2[C:15]3[CH2:16][C@@H:17]([CH3:19])[O:18][C:14]=3[C:13]([NH:20][C:21]3[N:26]=[C:25]([NH:27][C:28]4[CH:33]=[CH:32][CH:31]=[CH:30][C:29]=4[S:34]([CH:37]([CH3:39])[CH3:38])(=[O:36])=[O:35])[N:24]=[CH:23][N:22]=3)=[CH:12][C:11]=2[CH3:40])[CH2:6][CH2:5]1.[CH3:41][S:42]([O-:44])=[O:43].[Na+].[I-].[Na+]. Product: [CH3:19][C@@H:17]1[CH2:16][C:15]2[C:10]([CH:7]3[CH2:8][CH2:9][N:4]([CH2:3][CH2:2][S:42]([CH3:41])(=[O:44])=[O:43])[CH2:5][CH2:6]3)=[C:11]([CH3:40])[CH:12]=[C:13]([NH:20][C:21]3[N:26]=[C:25]([NH:27][C:28]4[CH:33]=[CH:32][CH:31]=[CH:30][C:29]=4[S:34]([CH:37]([CH3:38])[CH3:39])(=[O:35])=[O:36])[N:24]=[CH:23][N:22]=3)[C:14]=2[O:18]1. The catalyst class is: 3. (2) Reactant: [Cl:1][C:2]1[CH:29]=[CH:28][C:5]([O:6][C:7]2[CH:12]=[CH:11][C:10]([C:13](=O)[CH2:14][O:15][C:16]3[CH:21]=[CH:20][C:19]([O:22][CH3:23])=[CH:18][CH:17]=3)=[C:9]([CH2:25][CH2:26][CH3:27])[CH:8]=2)=[CH:4][CH:3]=1. Product: [Cl:1][C:2]1[CH:29]=[CH:28][C:5]([O:6][C:7]2[CH:12]=[CH:11][C:10]([C:13]3[C:17]4[CH:18]=[C:19]([O:22][CH3:23])[CH:20]=[CH:21][C:16]=4[O:15][CH:14]=3)=[C:9]([CH2:25][CH2:26][CH3:27])[CH:8]=2)=[CH:4][CH:3]=1. The catalyst class is: 113. (3) Reactant: C(P(CCCC)CCCC)CCC.CN(C(/N=N/C(N(C)C)=O)=O)C.[CH2:26]1[C:34]2[C:29](=[CH:30][CH:31]=[CH:32][CH:33]=2)[CH2:28][CH:27]1[OH:35].[CH2:36]([O:38][C:39](=[O:52])[CH2:40][CH:41]1[C:50]2[C:45](=[CH:46][C:47](O)=[CH:48][CH:49]=2)[CH2:44][CH2:43][CH2:42]1)[CH3:37]. Product: [CH2:26]1[C:34]2[C:29](=[CH:30][CH:31]=[CH:32][CH:33]=2)[CH2:28][CH:27]1[O:35][C:47]1[CH:46]=[C:45]2[C:50](=[CH:49][CH:48]=1)[CH:41]([CH2:40][C:39]([O:38][CH2:36][CH3:37])=[O:52])[CH2:42][CH2:43][CH2:44]2. The catalyst class is: 48. (4) Reactant: [F:1][C:2]1[CH:7]=[CH:6][C:5]([CH:8]([OH:27])[CH:9]([CH2:15][C:16]2[CH:21]=[CH:20][C:19]([C:22]([F:25])([F:24])[F:23])=[C:18]([F:26])[CH:17]=2)[C:10]([O:12]CC)=[O:11])=[CH:4][CH:3]=1.[OH-].[Na+].Cl. Product: [F:1][C:2]1[CH:3]=[CH:4][C:5]([CH:8]([OH:27])[CH:9]([CH2:15][C:16]2[CH:21]=[CH:20][C:19]([C:22]([F:24])([F:25])[F:23])=[C:18]([F:26])[CH:17]=2)[C:10]([OH:12])=[O:11])=[CH:6][CH:7]=1. The catalyst class is: 5. (5) Reactant: [CH3:1][CH2:2][O:3][C:4]([C:6]1[CH:11]([C:12]2[CH:13]=[CH:14][CH:15]=[CH:16][C:17]=2[Cl:18])[C:10]([C:19]([O:21][CH3:22])=[O:20])=[C:9]([CH3:23])[NH:8][C:7]=1[CH2:24][O:25][CH2:26][CH2:27][NH2:28])=[O:5].C(/C(O)=O)=C/C(O)=O.C(O)C.C([O-])(=O)CCCCCCCCCCCCCCCCC.[Mg+2].C([O-])(=O)CCCCCCCCCCCCCCCCC. Product: [CH3:1][CH2:2][O:3][C:4]([C:6]1[CH:11]([C:12]2[CH:13]=[CH:14][CH:15]=[CH:16][C:17]=2[Cl:18])[C:10]([C:19]([O:21][CH3:22])=[O:20])=[C:9]([CH3:23])[NH:8][C:7]=1[CH2:24][O:25][CH2:26][CH2:27][NH2:28])=[O:5]. The catalyst class is: 2.